Dataset: Reaction yield outcomes from USPTO patents with 853,638 reactions. Task: Predict the reaction yield, written as a fraction of the theoretical maximum amount of product (1.0 means a 100% yield; for example, 0.34 means a 34% yield). The reactants are [Cl:1][C:2]1[CH:7]=[CH:6][C:5]([N:8]2[C:13](=[O:14])[C:12]3[CH:15]=[N:16][N:17]([C:18]4[CH:23]=[CH:22][CH:21]=[CH:20][CH:19]=4)[C:11]=3[N:10]=[C:9]2[C:24]2[CH:36]=[CH:35][C:27]([C:28]([N:30]=[CH:31][N:32](C)C)=O)=[CH:26][CH:25]=2)=[CH:4][CH:3]=1.O.[NH2:38]N. The catalyst is C(O)(=O)C. The product is [Cl:1][C:2]1[CH:3]=[CH:4][C:5]([N:8]2[C:13](=[O:14])[C:12]3[CH:15]=[N:16][N:17]([C:18]4[CH:23]=[CH:22][CH:21]=[CH:20][CH:19]=4)[C:11]=3[N:10]=[C:9]2[C:24]2[CH:36]=[CH:35][C:27]([C:28]3[NH:38][N:32]=[CH:31][N:30]=3)=[CH:26][CH:25]=2)=[CH:6][CH:7]=1. The yield is 0.730.